Dataset: Aqueous solubility values for 9,982 compounds from the AqSolDB database. Task: Regression/Classification. Given a drug SMILES string, predict its absorption, distribution, metabolism, or excretion properties. Task type varies by dataset: regression for continuous measurements (e.g., permeability, clearance, half-life) or binary classification for categorical outcomes (e.g., BBB penetration, CYP inhibition). For this dataset (solubility_aqsoldb), we predict Y. (1) The drug is CCSS(=O)CC. The Y is -0.0993 log mol/L. (2) The drug is CCC(C)CCCOC(=O)CCc1cc(-n2nc3ccccc3n2)c(O)c(C(C)(C)C)c1. The Y is -6.16 log mol/L. (3) The molecule is CCOC(=S)SSC(=S)OCC. The Y is -4.94 log mol/L. (4) The Y is -1.94 log mol/L. The compound is CC1=CCC(O)(C(C)C)CC1. (5) The molecule is NC(=O)NCCCCCC(=O)O. The Y is -2.16 log mol/L. (6) The molecule is CC1N(c2cc3c(cc2F)c(=O)c(C(=O)O)cn3C2CC2)CC1(C)N. The Y is -5.42 log mol/L. (7) The compound is CCN(C(=O)N(CC)c1ccccc1)c1ccccc1. The Y is -3.53 log mol/L. (8) The compound is S=C=Nc1cccc2ccccc12. The Y is -4.60 log mol/L. (9) The Y is -0.463 log mol/L. The compound is C[C@@H](O)CCCC=O.